Predict the reactants needed to synthesize the given product. From a dataset of Full USPTO retrosynthesis dataset with 1.9M reactions from patents (1976-2016). Given the product [N:22]1([CH2:2][CH2:3][CH2:4][O:5][C:6]2[CH:11]=[CH:10][C:9]([C:12]3[N:13]=[C:14]4[CH:19]=[C:18]([CH3:20])[CH:17]=[CH:16][N:15]4[CH:21]=3)=[CH:8][CH:7]=2)[CH2:27][CH2:26][CH2:25][CH2:24][CH2:23]1, predict the reactants needed to synthesize it. The reactants are: Cl[CH2:2][CH2:3][CH2:4][O:5][C:6]1[CH:11]=[CH:10][C:9]([C:12]2[N:13]=[C:14]3[CH:19]=[C:18]([CH3:20])[CH:17]=[CH:16][N:15]3[CH:21]=2)=[CH:8][CH:7]=1.[NH:22]1[CH2:27][CH2:26][CH2:25][CH2:24][CH2:23]1.